Dataset: Reaction yield outcomes from USPTO patents with 853,638 reactions. Task: Predict the reaction yield, written as a fraction of the theoretical maximum amount of product (1.0 means a 100% yield; for example, 0.34 means a 34% yield). (1) The reactants are [CH2:1]([C:3]1[C:8](=[O:9])[NH:7][C:6]([CH3:10])=[C:5]([C:11]2[O:15][C:14]([CH:16]=O)=[CH:13][CH:12]=2)[CH:4]=1)[CH3:2].[CH2:18]([NH:25][CH3:26])[C:19]1[CH:24]=[CH:23][CH:22]=[CH:21][CH:20]=1. No catalyst specified. The product is [CH2:18]([N:25]([CH2:16][C:14]1[O:15][C:11]([C:5]2[CH:4]=[C:3]([CH2:1][CH3:2])[C:8](=[O:9])[NH:7][C:6]=2[CH3:10])=[CH:12][CH:13]=1)[CH3:26])[C:19]1[CH:24]=[CH:23][CH:22]=[CH:21][CH:20]=1. The yield is 0.530. (2) The reactants are [CH3:1][C:2]([NH:14]C(=O)C)([C:4]1[CH:9]=[CH:8][N:7]=[C:6]([C:10]([F:13])([F:12])[F:11])[N:5]=1)[CH3:3].[OH-].[Na+]. The catalyst is Cl. The product is [CH3:3][C:2]([NH2:14])([C:4]1[CH:9]=[CH:8][N:7]=[C:6]([C:10]([F:11])([F:13])[F:12])[N:5]=1)[CH3:1]. The yield is 0.560. (3) The reactants are Cl[CH2:2][CH2:3][CH2:4][C:5]([C:7]1[CH:12]=[CH:11][CH:10]=[CH:9][CH:8]=1)=[O:6].[N-:13]=[N+:14]=[N-:15].[Na+].O. The catalyst is CS(C)=O. The product is [N:13]([CH2:2][CH2:3][CH2:4][C:5]([C:7]1[CH:12]=[CH:11][CH:10]=[CH:9][CH:8]=1)=[O:6])=[N+:14]=[N-:15]. The yield is 0.990. (4) The reactants are C(OC(=O)[NH:7][C:8]1[S:9][C:10]2[CH:16]=[C:15]([CH:17]([OH:24])[C:18]3[N:19]([CH3:23])[N:20]=[CH:21][CH:22]=3)[CH:14]=[C:13]([C:25]3[CH:33]=[CH:32][C:28]4[O:29][CH2:30][O:31][C:27]=4[CH:26]=3)[C:11]=2[N:12]=1)(C)(C)C.[SiH](CC)(CC)CC. The catalyst is C(O)(C(F)(F)F)=O. The product is [NH2:7][C:8]1[S:9][C:10]2[CH:16]=[C:15]([CH:17]([C:18]3[N:19]([CH3:23])[N:20]=[CH:21][CH:22]=3)[OH:24])[CH:14]=[C:13]([C:25]3[CH:33]=[CH:32][C:28]4[O:29][CH2:30][O:31][C:27]=4[CH:26]=3)[C:11]=2[N:12]=1. The yield is 0.250. (5) The reactants are C(OC([N:8]1[CH2:13][CH2:12][N:11]([C:14]2[CH:19]=[CH:18][C:17]([NH:20][C:21]([C:23]3[O:24][C:25]4[C:30]([C:31](=[O:33])[CH:32]=3)=[CH:29][CH:28]=[CH:27][C:26]=4[N:34]3[CH2:39][CH2:38][N:37]([CH3:40])[CH2:36][CH2:35]3)=[O:22])=[CH:16][CH:15]=2)[CH2:10][CH2:9]1)=O)(C)(C)C. The catalyst is C(OCC)(=O)C. The product is [N:11]1([C:14]2[CH:19]=[CH:18][C:17]([NH:20][C:21]([C:23]3[O:24][C:25]4[C:30]([C:31](=[O:33])[CH:32]=3)=[CH:29][CH:28]=[CH:27][C:26]=4[N:34]3[CH2:35][CH2:36][N:37]([CH3:40])[CH2:38][CH2:39]3)=[O:22])=[CH:16][CH:15]=2)[CH2:12][CH2:13][NH:8][CH2:9][CH2:10]1. The yield is 0.760.